This data is from Reaction yield outcomes from USPTO patents with 853,638 reactions. The task is: Predict the reaction yield, written as a fraction of the theoretical maximum amount of product (1.0 means a 100% yield; for example, 0.34 means a 34% yield). (1) The reactants are CS(C)=O.C(Cl)(=O)C([Cl:8])=O.C(OC([N:18]1[CH2:23][CH2:22][CH2:21][CH2:20][CH:19]1[CH2:24][CH2:25][CH2:26][C:27]([O:29][CH3:30])=[O:28])=O)(C)(C)C.CCN(CC)CC. The catalyst is C(Cl)Cl. The product is [ClH:8].[NH:18]1[CH2:23][CH2:22][CH2:21][CH2:20][CH:19]1[CH2:24][CH2:25][CH2:26][C:27]([O:29][CH3:30])=[O:28]. The yield is 0.670. (2) The reactants are [CH3:1][O:2][C:3]([C:5]1[CH2:6][N:7]([C:18]([O:20][C:21]([CH3:24])([CH3:23])[CH3:22])=[O:19])[CH2:8][CH2:9][C:10]=1[C:11]1[CH:16]=[CH:15][C:14]([OH:17])=[CH:13][CH:12]=1)=[O:4].[Cl:25][C:26]1[C:31]([F:32])=[CH:30][CH:29]=[C:28]([F:33])[C:27]=1[C:34]1[CH:38]=[C:37]([CH2:39]O)[O:36][N:35]=1.C1CCN(C(N=NC(N2CCCCC2)=O)=O)CC1.P(CCCC)(CCCC)CCCC. The catalyst is C1(C)C=CC=CC=1. The product is [CH3:1][O:2][C:3]([C:5]1[CH2:6][N:7]([C:18]([O:20][C:21]([CH3:24])([CH3:23])[CH3:22])=[O:19])[CH2:8][CH2:9][C:10]=1[C:11]1[CH:16]=[CH:15][C:14]([O:17][CH2:39][C:37]2[O:36][N:35]=[C:34]([C:27]3[C:28]([F:33])=[CH:29][CH:30]=[C:31]([F:32])[C:26]=3[Cl:25])[CH:38]=2)=[CH:13][CH:12]=1)=[O:4]. The yield is 0.510.